From a dataset of Forward reaction prediction with 1.9M reactions from USPTO patents (1976-2016). Predict the product of the given reaction. (1) Given the reactants [CH3:1][O:2][C@@H:3]1[C@@H:31]([CH2:32][O:33][C:34](=[O:42])[CH2:35][O:36]C2CCCO2)[O:30][C@@H:6]([O:7][C:8]2[CH:13]=[C:12]([CH2:14][O:15]C3CCCO3)[CH:11]=[CH:10][C:9]=2[CH2:21][C:22]2[CH:27]=[CH:26][C:25]([CH2:28][CH3:29])=[CH:24][CH:23]=2)[C@H:5]([OH:43])[C@H:4]1[OH:44].Cl.C(=O)([O-])O.[Na+].C(Cl)Cl, predict the reaction product. The product is: [CH3:1][O:2][C@@H:3]1[C@@H:31]([CH2:32][O:33][C:34](=[O:42])[CH2:35][OH:36])[O:30][C@@H:6]([O:7][C:8]2[CH:13]=[C:12]([CH2:14][OH:15])[CH:11]=[CH:10][C:9]=2[CH2:21][C:22]2[CH:23]=[CH:24][C:25]([CH2:28][CH3:29])=[CH:26][CH:27]=2)[C@H:5]([OH:43])[C@H:4]1[OH:44]. (2) Given the reactants [NH2:1][C:2]([NH:4][C:5]1[S:6][C:7]([C:20]#[C:21][Si](C)(C)C)=[CH:8][C:9]=1[C:10]([NH:12][C@H:13]1[CH2:19][CH2:18][CH2:17][CH2:16][NH:15][CH2:14]1)=[O:11])=[O:3].CCCC[N+](CCCC)(CCCC)CCCC.[F-], predict the reaction product. The product is: [NH:15]1[CH2:16][CH2:17][CH2:18][CH2:19][C@H:13]([NH:12][C:10]([C:9]2[CH:8]=[C:7]([C:20]#[CH:21])[S:6][C:5]=2[NH:4][C:2]([NH2:1])=[O:3])=[O:11])[CH2:14]1. (3) Given the reactants I[C:2]1[CH:7]=[CH:6][C:5]([CH:8]2[C:17]([C:18]3[CH:23]=[CH:22][CH:21]=[C:20]([O:24][CH:25]4[CH2:30][CH2:29][CH2:28][CH2:27][O:26]4)[CH:19]=3)=[C:16]([CH3:31])[C:15]3[C:10](=[CH:11][CH:12]=[C:13]([O:32][CH:33]4[CH2:38][CH2:37][CH2:36][CH2:35][O:34]4)[CH:14]=3)[O:9]2)=[CH:4][CH:3]=1.[CH3:39][CH:40]1[CH2:43][N:42]([CH2:44][CH2:45][OH:46])[CH2:41]1.C([O-])([O-])=O.[K+].[K+].C(#N)CCC, predict the reaction product. The product is: [CH3:39][CH:40]1[CH2:43][N:42]([CH2:44][CH2:45][O:46][C:2]2[CH:7]=[CH:6][C:5]([CH:8]3[C:17]([C:18]4[CH:23]=[CH:22][CH:21]=[C:20]([O:24][CH:25]5[CH2:30][CH2:29][CH2:28][CH2:27][O:26]5)[CH:19]=4)=[C:16]([CH3:31])[C:15]4[C:10](=[CH:11][CH:12]=[C:13]([O:32][CH:33]5[CH2:38][CH2:37][CH2:36][CH2:35][O:34]5)[CH:14]=4)[O:9]3)=[CH:4][CH:3]=2)[CH2:41]1. (4) Given the reactants [Cl:1][C:2]1[CH:7]=[CH:6][C:5]([C:8]2([C:14]3[CH:27]=[CH:26][C:17]([NH:18]C(=O)OC(C)(C)C)=[C:16]([CH3:28])[CH:15]=3)[O:12][N:11]=[C:10]([CH3:13])[CH2:9]2)=[CH:4][CH:3]=1.FC(F)(F)C(O)=O, predict the reaction product. The product is: [Cl:1][C:2]1[CH:3]=[CH:4][C:5]([C:8]2([C:14]3[CH:27]=[CH:26][C:17]([NH2:18])=[C:16]([CH3:28])[CH:15]=3)[O:12][N:11]=[C:10]([CH3:13])[CH2:9]2)=[CH:6][CH:7]=1. (5) Given the reactants Cl.[NH2:2][C@H:3]1[CH2:7][CH2:6][N:5]([C@H:8]([C:12]([N:14]2[CH2:19][CH2:18][O:17][CH2:16][CH2:15]2)=[O:13])[CH2:9][C:10]#[N:11])[C:4]1=[O:20].CCN(C(C)C)C(C)C.[Cl:30][C:31]1[S:35][C:34]([CH2:36][CH2:37][S:38](Cl)(=[O:40])=[O:39])=[CH:33][CH:32]=1.C(OCC)(=O)C.C1CCCCC1, predict the reaction product. The product is: [Cl:30][C:31]1[S:35][C:34]([CH2:36][CH2:37][S:38]([NH:2][C@H:3]2[CH2:7][CH2:6][N:5]([C@@H:8]([CH2:9][C:10]#[N:11])[C:12]([N:14]3[CH2:15][CH2:16][O:17][CH2:18][CH2:19]3)=[O:13])[C:4]2=[O:20])(=[O:40])=[O:39])=[CH:33][CH:32]=1. (6) Given the reactants [NH2:1][C:2]1[C:3](=[O:20])[N:4]([C:14]2[CH:19]=[CH:18][CH:17]=[CH:16][CH:15]=2)[CH:5]=[C:6]([C:8]2[CH:13]=[CH:12][CH:11]=[CH:10][N:9]=2)[CH:7]=1.[C:21](Cl)(=[O:28])[C:22]1[CH:27]=[CH:26][CH:25]=[CH:24][CH:23]=1, predict the reaction product. The product is: [C:21]([NH:1][C:2]1[C:3](=[O:20])[N:4]([C:14]2[CH:15]=[CH:16][CH:17]=[CH:18][CH:19]=2)[CH:5]=[C:6]([C:8]2[CH:13]=[CH:12][CH:11]=[CH:10][N:9]=2)[CH:7]=1)(=[O:28])[C:22]1[CH:27]=[CH:26][CH:25]=[CH:24][CH:23]=1.